Dataset: Catalyst prediction with 721,799 reactions and 888 catalyst types from USPTO. Task: Predict which catalyst facilitates the given reaction. Reactant: [I:1]I.C([Sn](CCCC)(CCCC)[C:8]1[CH:9]=[C:10]2[C:15](=[CH:16][CH:17]=1)[O:14][C:13]([C:18]1[CH:23]=[CH:22][C:21]([NH:24][CH3:25])=[CH:20][CH:19]=1)=[CH:12][C:11]2=[O:26])CCC.S(=O)(O)[O-].[Na+]. Product: [I:1][C:8]1[CH:9]=[C:10]2[C:15](=[CH:16][CH:17]=1)[O:14][C:13]([C:18]1[CH:23]=[CH:22][C:21]([NH:24][CH3:25])=[CH:20][CH:19]=1)=[CH:12][C:11]2=[O:26]. The catalyst class is: 22.